Task: Predict the reactants needed to synthesize the given product.. Dataset: Full USPTO retrosynthesis dataset with 1.9M reactions from patents (1976-2016) (1) Given the product [CH2:47]([O:54][C:55]([C:57]1[C:65]2[NH:64][C:63]([NH:66][C:11]([C:3]3[N:2]=[CH:1][C:10]4[C:5]([CH:4]=3)=[CH:6][CH:7]=[CH:8][CH:9]=4)=[O:13])=[N:62][C:61]=2[CH:60]=[C:59]([O:67][CH2:68][C:69]2[CH:74]=[CH:73][CH:72]=[CH:71][CH:70]=2)[CH:58]=1)=[O:56])[C:48]1[CH:49]=[CH:50][CH:51]=[CH:52][CH:53]=1, predict the reactants needed to synthesize it. The reactants are: [CH:1]1[C:10]2[C:5](=[CH:6][CH:7]=[CH:8][CH:9]=2)[CH:4]=[C:3]([C:11]([OH:13])=O)[N:2]=1.CN(C(ON1N=NC2C=CC=CC1=2)=[N+](C)C)C.F[P-](F)(F)(F)(F)F.CCN(C(C)C)C(C)C.[CH2:47]([O:54][C:55]([C:57]1[C:65]2[N:64]=[C:63]([NH2:66])[NH:62][C:61]=2[CH:60]=[C:59]([O:67][CH2:68][C:69]2[CH:74]=[CH:73][CH:72]=[CH:71][CH:70]=2)[CH:58]=1)=[O:56])[C:48]1[CH:53]=[CH:52][CH:51]=[CH:50][CH:49]=1. (2) Given the product [Cl:16][C:17]1[CH:18]=[CH:19][C:20]([CH:21]=[CH:22][C:23]([N:10]2[CH2:9][C@H:8]([CH2:11][CH:12]([CH3:14])[CH3:13])[NH:7][C:6](=[O:15])[C@@H:5]2[CH2:1][CH:2]([CH3:4])[CH3:3])=[O:24])=[CH:26][CH:27]=1, predict the reactants needed to synthesize it. The reactants are: [CH2:1]([C@@H:5]1[NH:10][CH2:9][C@H:8]([CH2:11][CH:12]([CH3:14])[CH3:13])[NH:7][C:6]1=[O:15])[CH:2]([CH3:4])[CH3:3].[Cl:16][C:17]1[CH:27]=[CH:26][C:20]([CH:21]=[CH:22][C:23](O)=[O:24])=[CH:19][CH:18]=1.C([C@@H]1N(C(=O)/C=C/C2C=CC=CC=2)C[C@H](CC(C)C)NC1=O)C(C)C. (3) Given the product [Cl:1][C:2]1[C:3]([F:9])=[C:4]([NH:5][CH2:10][C:12]2[NH:13][CH:14]=[N:15][CH:16]=2)[CH:6]=[CH:7][CH:8]=1, predict the reactants needed to synthesize it. The reactants are: [Cl:1][C:2]1[C:3]([F:9])=[C:4]([CH:6]=[CH:7][CH:8]=1)[NH2:5].[CH:10]([C:12]1[N:13]=[CH:14][NH:15][CH:16]=1)=O.[BH4-].[Na+].O. (4) The reactants are: [F:1][C:2]1[CH:18]=[CH:17][C:5]([C:6]([NH:8]/[C:9](=[N:15]\[OH:16])/[C:10]([O:12][CH2:13][CH3:14])=[O:11])=O)=[CH:4][CH:3]=1. Given the product [F:1][C:2]1[CH:18]=[CH:17][C:5]([C:6]2[O:16][N:15]=[C:9]([C:10]([O:12][CH2:13][CH3:14])=[O:11])[N:8]=2)=[CH:4][CH:3]=1, predict the reactants needed to synthesize it. (5) Given the product [F:31][C:28]1[CH:29]=[CH:30][C:25]([C:21]2([C:18]3[C:19]4[C:14](=[CH:13][CH:12]=[C:11]([O:10][CH2:9][CH2:8][NH2:7])[CH:20]=4)[CH2:15][CH2:16][N:17]=3)[CH2:24][CH2:23][CH2:22]2)=[CH:26][CH:27]=1, predict the reactants needed to synthesize it. The reactants are: C(OC(=O)[NH:7][CH2:8][CH2:9][O:10][C:11]1[CH:20]=[C:19]2[C:14]([CH2:15][CH2:16][N:17]=[C:18]2[C:21]2([C:25]3[CH:30]=[CH:29][C:28]([F:31])=[CH:27][CH:26]=3)[CH2:24][CH2:23][CH2:22]2)=[CH:13][CH:12]=1)(C)(C)C.Cl. (6) Given the product [CH3:1][O:2][C:3](=[O:13])[C:4]1[CH:9]=[CH:8][C:7]([O:10][CH3:11])=[C:6]([NH:12][CH:20]([CH3:14])[CH:21]=[C:22]([CH3:23])[CH2:24][CH2:25][CH:26]=[C:27]([CH3:29])[CH2:28][CH2:32][CH:33]=[CH:34][CH3:35])[CH:5]=1, predict the reactants needed to synthesize it. The reactants are: [CH3:1][O:2][C:3](=[O:13])[C:4]1[CH:9]=[CH:8][C:7]([O:10][CH3:11])=[C:6]([NH2:12])[CH:5]=1.[C:14](=O)([O-])[O-].[K+].[K+].[CH2:20](Br)/[CH:21]=[C:22](/[CH2:24][CH2:25][CH:26]=[C:27]([CH3:29])[CH3:28])\[CH3:23].O1[CH2:35][CH2:34][CH2:33][CH2:32]1. (7) Given the product [OH:10][CH2:11][C:12]1[N:16]([CH2:17][CH2:18][CH3:19])[CH:15]=[N:14][CH:13]=1, predict the reactants needed to synthesize it. The reactants are: [N+]([O-])(O)=O.[N+]([O-])([O-])=O.[Na+].[OH:10][CH2:11][C:12]1[N:16]([CH2:17][CH2:18][CH3:19])[C:15](S)=[N:14][CH:13]=1.C(=O)([O-])[O-].[K+].[K+].